Dataset: Reaction yield outcomes from USPTO patents with 853,638 reactions. Task: Predict the reaction yield, written as a fraction of the theoretical maximum amount of product (1.0 means a 100% yield; for example, 0.34 means a 34% yield). The reactants are [NH:1]1[CH2:5][CH2:4][CH2:3][C:2]1=[O:6].[H-].[Na+].[I:9][C:10]1[CH:17]=[CH:16][C:13]([CH2:14]Br)=[CH:12][CH:11]=1. The catalyst is CN(C)C=O. The product is [I:9][C:10]1[CH:17]=[CH:16][C:13]([CH2:14][N:1]2[CH2:5][CH2:4][CH2:3][C:2]2=[O:6])=[CH:12][CH:11]=1. The yield is 0.990.